From a dataset of Full USPTO retrosynthesis dataset with 1.9M reactions from patents (1976-2016). Predict the reactants needed to synthesize the given product. Given the product [NH2:11][C:9]1[N:8]=[CH:7][N:6]=[C:5]2[N:4]([C@H:12]3[CH2:17][CH2:16][C@H:15]([N:18]4[CH2:23][CH2:22][N:21]([CH3:24])[CH2:20][CH2:19]4)[CH2:14][CH2:13]3)[N:3]=[C:2]([C:31]3[CH:30]=[CH:29][C:28]([NH:42][C:43](=[O:49])[O:44][C:45]([CH3:46])([CH3:47])[CH3:48])=[C:27]([O:26][CH3:25])[CH:32]=3)[C:10]=12, predict the reactants needed to synthesize it. The reactants are: I[C:2]1[C:10]2[C:5](=[N:6][CH:7]=[N:8][C:9]=2[NH2:11])[N:4]([C@H:12]2[CH2:17][CH2:16][C@H:15]([N:18]3[CH2:23][CH2:22][N:21]([CH3:24])[CH2:20][CH2:19]3)[CH2:14][CH2:13]2)[N:3]=1.[CH3:25][O:26][C:27]1[CH:32]=[C:31](B2OC(C)(C)C(C)(C)O2)[CH:30]=[CH:29][C:28]=1[NH:42][C:43](=[O:49])[O:44][C:45]([CH3:48])([CH3:47])[CH3:46].C(=O)([O-])[O-].[Na+].[Na+].COCCOC.